This data is from Reaction yield outcomes from USPTO patents with 853,638 reactions. The task is: Predict the reaction yield, written as a fraction of the theoretical maximum amount of product (1.0 means a 100% yield; for example, 0.34 means a 34% yield). (1) The reactants are [NH2:1][C:2]1[O:3][C@H:4]2[C@@H:6]([C@:7]([C:12]3[CH:13]=[C:14]([NH:19][C:20]([C:22]4[N:27]=[CH:26][C:25]([N:28](C)[C:29](=O)OC(C)(C)C)=[CH:24][N:23]=4)=[O:21])[CH:15]=[CH:16][C:17]=3[F:18])([CH:9]([F:11])[F:10])[N:8]=1)[CH2:5]2.[ClH:37].O. The yield is 0.930. The product is [ClH:37].[ClH:37].[NH2:1][C:2]1[O:3][C@H:4]2[C@@H:6]([C@:7]([C:12]3[CH:13]=[C:14]([NH:19][C:20]([C:22]4[N:27]=[CH:26][C:25]([NH:28][CH3:29])=[CH:24][N:23]=4)=[O:21])[CH:15]=[CH:16][C:17]=3[F:18])([CH:9]([F:11])[F:10])[N:8]=1)[CH2:5]2. The catalyst is O1CCOCC1. (2) The reactants are [OH:1][C:2]1([C:15]2[CH:16]=[N:17][C:18]([O:21][CH3:22])=[CH:19][CH:20]=2)[CH2:7][CH2:6][N:5](C(OC(C)(C)C)=O)[CH2:4][CH2:3]1.[ClH:23]. The catalyst is C(OCC)(=O)C. The product is [ClH:23].[ClH:23].[CH3:22][O:21][C:18]1[N:17]=[CH:16][C:15]([C:2]2([OH:1])[CH2:7][CH2:6][NH:5][CH2:4][CH2:3]2)=[CH:20][CH:19]=1. The yield is 0.930. (3) The reactants are C([O:4][C:5]1[CH:6]=[C:7]2[C:11](=[CH:12][CH:13]=1)[NH:10][CH:9]=[CH:8]2)C=C.[CH3:14][C:15]1C=CC(C)=C(C)[C:16]=1C. The yield is 0.700. The product is [CH2:16]([C:6]1[C:5]([OH:4])=[CH:13][CH:12]=[C:11]2[C:7]=1[CH:8]=[CH:9][NH:10]2)[CH:15]=[CH2:14]. No catalyst specified. (4) The reactants are [NH2:1][C:2]1[CH:7]=[C:6]([F:8])[CH:5]=[C:4]([F:9])[C:3]=1[S:10]([NH2:13])(=[O:12])=[O:11].[Cl:14][C:15]1[C:20]([Cl:21])=[CH:19][CH:18]=[CH:17][C:16]=1[S:22](Cl)(=[O:24])=[O:23]. No catalyst specified. The product is [Cl:14][C:15]1[C:20]([Cl:21])=[CH:19][CH:18]=[CH:17][C:16]=1[S:22]([NH:1][C:2]1[CH:7]=[C:6]([F:8])[CH:5]=[C:4]([F:9])[C:3]=1[S:10](=[O:12])(=[O:11])[NH2:13])(=[O:24])=[O:23]. The yield is 0.0700. (5) The reactants are C([O:8][N:9]1[C:15](=[O:16])[N:14]2[CH2:17][C@H:10]1[CH2:11][CH2:12][C@H:13]2[C:18]1[O:19][C:20]([CH3:23])=[N:21][N:22]=1)C1C=CC=CC=1. The catalyst is C1COCC1.[Pd]. The product is [OH:8][N:9]1[C:15](=[O:16])[N:14]2[CH2:17][C@H:10]1[CH2:11][CH2:12][C@H:13]2[C:18]1[O:19][C:20]([CH3:23])=[N:21][N:22]=1. The yield is 0.920.